From a dataset of Full USPTO retrosynthesis dataset with 1.9M reactions from patents (1976-2016). Predict the reactants needed to synthesize the given product. Given the product [Cl:33][C:12]1[C:13]2[C:18](=[CH:17][C:16]([S:19]([NH:22][C:23]3([C:29]([O:31][CH3:32])=[O:30])[CH2:28][CH2:27][CH2:26][CH2:25][CH2:24]3)(=[O:20])=[O:21])=[CH:15][CH:14]=2)[C:9]([NH:6][C:5]([NH2:7])=[NH:4])=[N:10][CH:11]=1, predict the reactants needed to synthesize it. The reactants are: [H-].[Na+].Cl.[NH2:4][C:5]([NH2:7])=[NH:6].Cl[C:9]1[C:18]2[C:13](=[CH:14][CH:15]=[C:16]([S:19]([NH:22][C:23]3([C:29]([O:31][CH3:32])=[O:30])[CH2:28][CH2:27][CH2:26][CH2:25][CH2:24]3)(=[O:21])=[O:20])[CH:17]=2)[C:12]([Cl:33])=[CH:11][N:10]=1.O.